From a dataset of Forward reaction prediction with 1.9M reactions from USPTO patents (1976-2016). Predict the product of the given reaction. (1) Given the reactants ClC1C=CC(C([O:8][C@@H:9]([C:31]2[CH:36]=[CH:35][CH:34]=[CH:33][CH:32]=2)[C@@H:10]([C:21]2[CH:30]=[CH:29][C:28]3[C:23](=[CH:24][CH:25]=[CH:26][CH:27]=3)[CH:22]=2)[CH2:11][N:12](C(OC(C)(C)C)=O)[CH3:13])=O)=CC=1.[Br:39][CH2:40][C:41](Br)=[O:42], predict the reaction product. The product is: [Br:39][CH2:40][C:41]([N:12]([CH2:11][C@H:10]([C:21]1[CH:30]=[CH:29][C:28]2[C:23](=[CH:24][CH:25]=[CH:26][CH:27]=2)[CH:22]=1)[C@@H:9]([OH:8])[C:31]1[CH:32]=[CH:33][CH:34]=[CH:35][CH:36]=1)[CH3:13])=[O:42]. (2) Given the reactants [F:1][C:2]1([CH2:7][OH:8])[CH2:6][CH2:5][CH2:4][CH2:3]1.C(N(CC)CC)C.[F:16][C:17]([F:30])([F:29])[S:18](O[S:18]([C:17]([F:30])([F:29])[F:16])(=[O:20])=[O:19])(=[O:20])=[O:19].Cl, predict the reaction product. The product is: [F:1][C:2]1([CH2:7][O:8][S:18]([C:17]([F:30])([F:29])[F:16])(=[O:20])=[O:19])[CH2:6][CH2:5][CH2:4][CH2:3]1. (3) Given the reactants [NH:1]1[C:9]2[C:4](=[N:5][C:6]([NH2:10])=[CH:7][CH:8]=2)[CH:3]=[CH:2]1.[Cl:11][C:12]1[CH:13]=[C:14]([CH:18]=[CH:19][C:20]=1[Cl:21])[C:15](Cl)=[O:16].ClCCl.CO, predict the reaction product. The product is: [Cl:11][C:12]1[CH:13]=[C:14]([CH:18]=[CH:19][C:20]=1[Cl:21])[C:15]([NH:10][C:6]1[N:5]=[C:4]2[CH:3]=[CH:2][NH:1][C:9]2=[CH:8][CH:7]=1)=[O:16]. (4) The product is: [CH:1]([C:4]1[CH:5]=[CH:6][C:7]([C:10]2[O:14][C:13](=[O:15])[N:12]([CH2:16][C:17]3[CH:18]=[CH:19][C:20]([C:21]([OH:23])=[O:22])=[CH:25][CH:26]=3)[N:11]=2)=[CH:8][CH:9]=1)([CH3:3])[CH3:2]. Given the reactants [CH:1]([C:4]1[CH:9]=[CH:8][C:7]([C:10]2[O:14][C:13](=[O:15])[N:12]([CH2:16][C:17]3[CH:26]=[CH:25][C:20]([C:21]([O:23]C)=[O:22])=[CH:19][CH:18]=3)[N:11]=2)=[CH:6][CH:5]=1)([CH3:3])[CH3:2].[I-].[Li+], predict the reaction product. (5) Given the reactants [CH2:1]([O:3][C:4](=[O:13])[C:5]1[CH:10]=[C:9]([Cl:11])[C:8](Cl)=[N:7][CH:6]=1)[CH3:2].[CH:14]([NH:17][CH3:18])([CH3:16])[CH3:15], predict the reaction product. The product is: [CH2:1]([O:3][C:4](=[O:13])[C:5]1[CH:10]=[C:9]([Cl:11])[C:8]([N:17]([CH:14]([CH3:16])[CH3:15])[CH3:18])=[N:7][CH:6]=1)[CH3:2]. (6) Given the reactants [CH2:1]1[C:9]2[C:4](=[CH:5][CH:6]=[CH:7][CH:8]=2)[CH2:3][N:2]1[N:10]([CH3:45])[C:11](=[O:44])[CH2:12][N:13]([C:33]1[C:42]([CH3:43])=[CH:41][C:36]2[C:37]([CH3:40])=[N:38][O:39][C:35]=2[CH:34]=1)[CH2:14][C:15]([NH:17][CH2:18][CH2:19][NH:20][S:21]([C:24]1[CH:29]=[CH:28][CH:27]=[CH:26][C:25]=1[N+:30]([O-:32])=[O:31])(=[O:23])=[O:22])=[O:16].[F:46][CH2:47][CH2:48]O.C1(P(C2C=CC=CC=2)C2C=CC=CC=2)C=CC=CC=1.N(C(OC(C)C)=O)=NC(OC(C)C)=O.C1(C)C=CC=CC=1, predict the reaction product. The product is: [CH2:1]1[C:9]2[C:4](=[CH:5][CH:6]=[CH:7][CH:8]=2)[CH2:3][N:2]1[N:10]([CH3:45])[C:11](=[O:44])[CH2:12][N:13]([C:33]1[C:42]([CH3:43])=[CH:41][C:36]2[C:37]([CH3:40])=[N:38][O:39][C:35]=2[CH:34]=1)[CH2:14][C:15]([NH:17][CH2:18][CH2:19][N:20]([CH2:48][CH2:47][F:46])[S:21]([C:24]1[CH:29]=[CH:28][CH:27]=[CH:26][C:25]=1[N+:30]([O-:32])=[O:31])(=[O:22])=[O:23])=[O:16]. (7) Given the reactants [H-].[Na+].C(OP([CH2:11][C:12]([O:14][CH3:15])=[O:13])(OCC)=O)C.[Si:16]([O:23][CH:24]([C:31]1[CH:40]=[CH:39][C:38]2[C:33](=[CH:34][CH:35]=[CH:36][CH:37]=2)[CH:32]=1)[CH2:25][CH2:26][CH2:27][CH2:28][CH:29]=O)([C:19]([CH3:22])([CH3:21])[CH3:20])([CH3:18])[CH3:17], predict the reaction product. The product is: [Si:16]([O:23][CH:24]([C:31]1[CH:40]=[CH:39][C:38]2[C:33](=[CH:34][CH:35]=[CH:36][CH:37]=2)[CH:32]=1)[CH2:25][CH2:26][CH2:27][CH2:28][CH:29]=[CH:11][C:12]([O:14][CH3:15])=[O:13])([C:19]([CH3:20])([CH3:21])[CH3:22])([CH3:18])[CH3:17].